Dataset: Forward reaction prediction with 1.9M reactions from USPTO patents (1976-2016). Task: Predict the product of the given reaction. (1) Given the reactants [C:1]([C:4]1[CH:5]=[CH:6][C:7]([Br:10])=[N:8][CH:9]=1)(=O)[CH3:2].Cl.[NH2:12][NH:13][C:14]([NH2:16])=[O:15].C(O)(=O)C, predict the reaction product. The product is: [C:1](=[N:12][NH:13][C:14]([NH2:16])=[O:15])([C:4]1[CH:5]=[CH:6][C:7]([Br:10])=[N:8][CH:9]=1)[CH3:2]. (2) Given the reactants [NH:1]([C:3]1[CH:8]=[N:7][CH:6]=[CH:5][N:4]=1)[NH2:2].[CH3:9][C:10]1[CH:11]=[CH:12][C:13]([C:16](=O)[CH2:17][C:18](=O)[C:19]([O:21][CH2:22][CH3:23])=[O:20])=[N:14][CH:15]=1.Cl.[OH-].[Na+], predict the reaction product. The product is: [CH3:9][C:10]1[CH:11]=[CH:12][C:13]([C:16]2[N:1]([C:3]3[CH:8]=[N:7][CH:6]=[CH:5][N:4]=3)[N:2]=[C:18]([C:19]([O:21][CH2:22][CH3:23])=[O:20])[CH:17]=2)=[N:14][CH:15]=1.